This data is from Catalyst prediction with 721,799 reactions and 888 catalyst types from USPTO. The task is: Predict which catalyst facilitates the given reaction. Reactant: N1C=C[CH:4]=[CH:3][CH:2]=1.[O:7]=[C:8](Cl)[O:9][C:10]([Cl:13])(Cl)Cl.C(=O)CCC.[C:20]([O:23][C:24]1[CH:39]=[CH:38][CH:37]=[CH:36][C:25]=1[C:26]([O:28][CH2:29][CH2:30][S:31][S:32][CH2:33][CH2:34][OH:35])=[O:27])(=[O:22])[CH3:21]. Product: [C:20]([O:23][C:24]1[CH:39]=[CH:38][CH:37]=[CH:36][C:25]=1[C:26]([O:28][CH2:29][CH2:30][S:31][S:32][CH2:33][CH2:34][O:35][C:8]([O:9][CH:10]([Cl:13])[CH2:2][CH2:3][CH3:4])=[O:7])=[O:27])(=[O:22])[CH3:21]. The catalyst class is: 2.